From a dataset of Catalyst prediction with 721,799 reactions and 888 catalyst types from USPTO. Predict which catalyst facilitates the given reaction. (1) Reactant: [Br:1]Br.C([O:7][C:8](=[O:29])[CH2:9][N:10]1[C:15](=[O:16])[CH2:14][CH:13]([C:17]2[CH:22]=[CH:21][CH:20]=[C:19]([Cl:23])[CH:18]=2)[C:12]([C:24]([O:26][CH3:27])=[O:25])=[C:11]1[CH3:28])(C)(C)C. Product: [Br:1][CH2:28][C:11]1[N:10]([CH2:9][C:8]([OH:7])=[O:29])[C:15](=[O:16])[CH2:14][CH:13]([C:17]2[CH:22]=[CH:21][CH:20]=[C:19]([Cl:23])[CH:18]=2)[C:12]=1[C:24]([O:26][CH3:27])=[O:25]. The catalyst class is: 4. (2) Reactant: [CH2:1]([O:8][C:9]([N:11]([CH3:27])[C@@H:12]([C@@H:23]([CH3:26])[CH2:24][CH3:25])[C@H:13]([OH:22])[CH2:14][C:15]([O:17][C:18]([CH3:21])([CH3:20])[CH3:19])=[O:16])=[O:10])[C:2]1[CH:7]=[CH:6][CH:5]=[CH:4][CH:3]=1.[CH3:28]N(C1C2C(N(C)C)=CC=CC=2C=CC=1)C.F[B-](F)(F)F.C[O+](C)C. Product: [CH2:1]([O:8][C:9]([N:11]([CH3:27])[C@@H:12]([C@@H:23]([CH3:26])[CH2:24][CH3:25])[C@H:13]([O:22][CH3:28])[CH2:14][C:15]([O:17][C:18]([CH3:20])([CH3:21])[CH3:19])=[O:16])=[O:10])[C:2]1[CH:3]=[CH:4][CH:5]=[CH:6][CH:7]=1. The catalyst class is: 26. (3) Reactant: [CH3:1][C:2]1[CH:6]=[CH:5][S:4][C:3]=1[CH2:7][NH:8][C:9]1[S:10][CH2:11][C:12](=[O:14])[N:13]=1.[N:15]1[C:24]2[C:19](=[N:20][C:21]([CH:25]=O)=[CH:22][CH:23]=2)[CH:18]=[CH:17][CH:16]=1.C(O)(=O)C1C=CC=CC=1.N1CCCCC1. The catalyst class is: 11. Product: [CH3:1][C:2]1[CH:6]=[CH:5][S:4][C:3]=1[CH2:7][NH:8][C:9]1[S:10][C:11](=[CH:25][C:21]2[CH:22]=[CH:23][C:24]3[C:19](=[CH:18][CH:17]=[CH:16][N:15]=3)[N:20]=2)[C:12](=[O:14])[N:13]=1. (4) Reactant: [CH2:1]([S:8]([NH:11][C@@H:12]([C:17]([OH:19])=O)[C@@H:13]([CH2:15][CH3:16])[CH3:14])(=[O:10])=[O:9])[C:2]1[CH:7]=[CH:6][CH:5]=[CH:4][CH:3]=1.Cl.[CH3:21][O:22][C:23](=[O:30])[C@H:24]([CH2:26][CH2:27][S:28][CH3:29])[NH2:25].C1C=CC2N(O)N=NC=2C=1.CCN=C=NCCCN(C)C.Cl.CN1CCOCC1. Product: [CH3:21][O:22][C:23](=[O:30])[C@H:24]([CH2:26][CH2:27][S:28][CH3:29])[NH:25][C:17](=[O:19])[C@@H:12]([C@@H:13]([CH2:15][CH3:16])[CH3:14])[NH:11][S:8]([CH2:1][C:2]1[CH:3]=[CH:4][CH:5]=[CH:6][CH:7]=1)(=[O:9])=[O:10]. The catalyst class is: 46. (5) Reactant: [CH3:1][C:2]1[C:6]([C:7]2[CH:16]=[C:15]3[C:10]([C:11]([NH:18][C@@H:19]([C:21]4[CH:26]=[CH:25][CH:24]=[CH:23][N:22]=4)[CH3:20])=[C:12]([NH2:17])[CH:13]=[N:14]3)=[CH:9][C:8]=2[O:27][CH3:28])=[C:5]([CH3:29])[O:4][N:3]=1.[N:30]([CH2:33][CH2:34][O:35][CH3:36])=[C:31]=S.C(Cl)CCl. Product: [CH3:1][C:2]1[C:6]([C:7]2[C:8]([O:27][CH3:28])=[CH:9][C:10]3[C:11]4[N:18]([C@@H:19]([C:21]5[CH:26]=[CH:25][CH:24]=[CH:23][N:22]=5)[CH3:20])[C:31]([NH:30][CH2:33][CH2:34][O:35][CH3:36])=[N:17][C:12]=4[CH:13]=[N:14][C:15]=3[CH:16]=2)=[C:5]([CH3:29])[O:4][N:3]=1. The catalyst class is: 14. (6) Reactant: COC1C=C(OC)C=CC=1C[N:6]([C:21]1[CH:26]=[CH:25][CH:24]=[C:23]([F:27])[N:22]=1)[S:7]([C:10]1[C:19]([F:20])=[CH:18][C:13]2[NH:14][C:15](=[O:17])[O:16][C:12]=2[CH:11]=1)(=[O:9])=[O:8].C1(P(C2C=CC=CC=2)C2C=CC=CC=2)C=CC=CC=1.CCOC(/N=N/C(OCC)=O)=O.[I:65][C:66]1[CH:71]=[CH:70][CH:69]=[CH:68][C:67]=1[C@@H:72](O)[CH3:73]. Product: [F:20][C:19]1[C:10]([S:7]([NH:6][C:21]2[CH:26]=[CH:25][CH:24]=[C:23]([F:27])[N:22]=2)(=[O:8])=[O:9])=[CH:11][C:12]2[O:16][C:15](=[O:17])[N:14]([C@@H:72]([C:67]3[CH:68]=[CH:69][CH:70]=[CH:71][C:66]=3[I:65])[CH3:73])[C:13]=2[CH:18]=1. The catalyst class is: 1. (7) Product: [F:16][C:17]([F:30])([F:29])[S:18]([O:15][C:6]1[C:7]2[C:12](=[CH:11][CH:10]=[CH:9][CH:8]=2)[CH:13]=[CH:14][C:5]=1[C:3]([O:2][CH3:1])=[O:4])(=[O:20])=[O:19]. The catalyst class is: 17. Reactant: [CH3:1][O:2][C:3]([C:5]1[CH:14]=[CH:13][C:12]2[C:7](=[CH:8][CH:9]=[CH:10][CH:11]=2)[C:6]=1[OH:15])=[O:4].[F:16][C:17]([F:30])([F:29])[S:18](O[S:18]([C:17]([F:30])([F:29])[F:16])(=[O:20])=[O:19])(=[O:20])=[O:19]. (8) Reactant: C(OC([NH:8][CH:9]([CH2:13][C:14]1[CH:19]=[CH:18][CH:17]=[CH:16][C:15]=1[O:20][CH2:21][CH2:22][CH2:23][CH2:24][CH2:25][O:26][C:27]1[CH:32]=[C:31]([C:33]2[CH:38]=[CH:37][CH:36]=[CH:35][CH:34]=2)[CH:30]=[C:29]([C:39]2[CH:44]=[CH:43][CH:42]=[CH:41][CH:40]=2)[N:28]=1)[C:10]([OH:12])=[O:11])=O)(C)(C)C.FC(F)(F)C(O)=O.C(#N)C.O. Product: [NH2:8][CH:9]([CH2:13][C:14]1[CH:19]=[CH:18][CH:17]=[CH:16][C:15]=1[O:20][CH2:21][CH2:22][CH2:23][CH2:24][CH2:25][O:26][C:27]1[CH:32]=[C:31]([C:33]2[CH:34]=[CH:35][CH:36]=[CH:37][CH:38]=2)[CH:30]=[C:29]([C:39]2[CH:44]=[CH:43][CH:42]=[CH:41][CH:40]=2)[N:28]=1)[C:10]([OH:12])=[O:11]. The catalyst class is: 4. (9) Reactant: [CH3:1][C:2]1[CH:7]=[C:6]([NH:8][CH:9]2[CH2:14][CH2:13][N:12]([C@H:15]3[CH2:20][CH2:19][C@H:18]([O:21][CH3:22])[CH2:17][CH2:16]3)[CH2:11][CH2:10]2)[C:5]([NH2:23])=[CH:4][CH:3]=1.[Cl:24][C:25](Cl)([O:27]C(=O)OC(Cl)(Cl)Cl)Cl.C(N(C(C)C)CC)(C)C. Product: [ClH:24].[CH3:1][C:2]1[CH:3]=[CH:4][C:5]2[NH:23][C:25](=[O:27])[N:8]([CH:9]3[CH2:10][CH2:11][N:12]([C@H:15]4[CH2:20][CH2:19][C@H:18]([O:21][CH3:22])[CH2:17][CH2:16]4)[CH2:13][CH2:14]3)[C:6]=2[CH:7]=1. The catalyst class is: 4. (10) Reactant: [CH2:1]([O:3][C:4]([C:6]1[NH:7][CH:8]=[C:9]2[CH:18]([C:19]3[O:20][C:21]([S:24][C:25]4[NH:29][C:28]5[CH:30]=[CH:31][C:32]([O:34][C:35]([F:38])([F:37])[F:36])=[CH:33][C:27]=5[N:26]=4)=[CH:22][CH:23]=3)[C:17]3[C:16](=[O:39])[CH2:15][N:14](OC(C)(C)C)[CH2:13][C:12]=3[NH:11][C:10]=12)=[O:5])[CH3:2].[ClH:45]. Product: [ClH:45].[CH2:1]([O:3][C:4]([C:6]1[NH:7][CH:8]=[C:9]2[CH:18]([C:19]3[O:20][C:21]([S:24][C:25]4[NH:29][C:28]5[CH:30]=[CH:31][C:32]([O:34][C:35]([F:38])([F:36])[F:37])=[CH:33][C:27]=5[N:26]=4)=[CH:22][CH:23]=3)[C:17]3[C:16](=[O:39])[CH2:15][NH:14][CH2:13][C:12]=3[NH:11][C:10]=12)=[O:5])[CH3:2]. The catalyst class is: 12.